The task is: Predict the reactants needed to synthesize the given product.. This data is from Full USPTO retrosynthesis dataset with 1.9M reactions from patents (1976-2016). (1) Given the product [C:1]([O:5][C:6]([NH:8][CH2:9][C:10]1[CH:11]=[C:12]([CH:16]=[CH:17][C:18]=1[CH2:19][NH:20][C:21]([O:23][C:24]([CH3:27])([CH3:26])[CH3:25])=[O:22])[C:13]([O:15][CH3:30])=[O:14])=[O:7])([CH3:4])([CH3:3])[CH3:2], predict the reactants needed to synthesize it. The reactants are: [C:1]([O:5][C:6]([NH:8][CH2:9][C:10]1[CH:11]=[C:12]([CH:16]=[CH:17][C:18]=1[CH2:19][NH:20][C:21]([O:23][C:24]([CH3:27])([CH3:26])[CH3:25])=[O:22])[C:13]([OH:15])=[O:14])=[O:7])([CH3:4])([CH3:3])[CH3:2].[H-].[Na+].[CH3:30]I.O. (2) Given the product [Br:1][C:2]1[C:11]2[C:6](=[CH:7][C:8]([Br:13])=[CH:9][CH:10]=2)[CH:5]=[C:4]([Br:12])[N:3]=1, predict the reactants needed to synthesize it. The reactants are: [Br:1][C:2]1[C:11]2[C:6](=[CH:7][CH:8]=[CH:9][CH:10]=2)[CH:5]=[C:4]([Br:12])[N:3]=1.[Br:13]Br. (3) Given the product [NH2:23][C:20]1[N:21]=[CH:22][C:17]([C:3]2[CH:4]=[CH:5][C:6]([C:25]3[CH:30]=[CH:29][CH:28]=[CH:27][C:26]=3[S:31]([C:34]3([C:39]#[N:40])[CH2:38][CH2:37][CH2:36][CH2:35]3)(=[O:33])=[O:32])=[CH:7][C:2]=2[F:1])=[N:18][CH:19]=1, predict the reactants needed to synthesize it. The reactants are: [F:1][C:2]1[CH:7]=[C:6](B2OC(C)(C)C(C)(C)O2)[CH:5]=[CH:4][C:3]=1[C:17]1[N:18]=[CH:19][C:20]([NH2:23])=[N:21][CH:22]=1.Br[C:25]1[CH:30]=[CH:29][CH:28]=[CH:27][C:26]=1[S:31]([C:34]1([C:39]#[N:40])[CH2:38][CH2:37][CH2:36][CH2:35]1)(=[O:33])=[O:32]. (4) Given the product [CH:1]1([C:7]2[S:19][C:10]3[N:11]=[C:12]([CH3:18])[N:13]=[C:14]([CH2:15][CH2:16][N:20]4[CH2:25][CH2:24][O:23][CH2:22][CH2:21]4)[C:9]=3[CH:8]=2)[CH2:6][CH2:5][CH2:4][CH2:3][CH2:2]1, predict the reactants needed to synthesize it. The reactants are: [CH:1]1([C:7]2[S:19][C:10]3[N:11]=[C:12]([CH3:18])[N:13]=[C:14](/[CH:15]=[CH:16]\O)[C:9]=3[CH:8]=2)[CH2:6][CH2:5][CH2:4][CH2:3][CH2:2]1.[NH:20]1[CH2:25][CH2:24][O:23][CH2:22][CH2:21]1.C(=O)(O)[O-].[Na+]. (5) The reactants are: F[C:2]1[CH:7]=[CH:6][C:5]([N+:8]([O-:10])=[O:9])=[CH:4][CH:3]=1.[CH3:11][O:12][CH2:13][CH2:14][NH:15][CH2:16][CH2:17][O:18][CH3:19].C(=O)([O-])[O-].[K+].[K+].O. Given the product [CH3:11][O:12][CH2:13][CH2:14][N:15]([CH2:16][CH2:17][O:18][CH3:19])[C:2]1[CH:7]=[CH:6][C:5]([N+:8]([O-:10])=[O:9])=[CH:4][CH:3]=1, predict the reactants needed to synthesize it. (6) The reactants are: [Cl:1][C:2]1[NH:3][C:4]2[CH:10]=[CH:9][CH:8]=[CH:7][C:5]=2[N:6]=1.[CH3:11][CH:12]1[C:21]2[C:16](=[CH:17][CH:18]=[CH:19][CH:20]=2)[CH:15]([NH2:22])[CH2:14][CH2:13]1. Given the product [N:6]1[C:5]2[CH:7]=[CH:8][CH:9]=[CH:10][C:4]=2[NH:3][C:2]=1[NH:22][CH:15]1[C:16]2[C:21](=[CH:20][CH:19]=[CH:18][CH:17]=2)[CH:12]([CH3:11])[CH2:13][CH2:14]1.[ClH:1], predict the reactants needed to synthesize it.